Task: Predict the product of the given reaction.. Dataset: Forward reaction prediction with 1.9M reactions from USPTO patents (1976-2016) (1) Given the reactants N1C=CC=CC=1.[S:7]([O:11]C)([O:9]C)=[O:8].[CH3:13]OS([O-])=O.[CH3:18][N+:19]1[CH:24]=[CH:23][CH:22]=[CH:21][CH:20]=1.[F:25][B-:26]([F:29])([F:28])[F:27].[H+], predict the reaction product. The product is: [F:25][B-:26]([F:29])([F:28])[F:27].[CH3:18][N+:19]1[CH:24]=[CH:23][CH:22]=[CH:21][CH:20]=1.[CH3:13][S:7]([O-:11])(=[O:9])=[O:8].[CH3:18][N+:19]1[CH:24]=[CH:23][CH:22]=[CH:21][CH:20]=1. (2) Given the reactants [CH2:1]([C:3]1[C:8]([O:9][C:10]2[C:11]([NH:23][C:24]3[S:28][N:27]=[C:26]([C@H:29]4[CH2:33][O:32]C5(CCCCC5)[O:30]4)[N:25]=3)=[N:12][CH:13]=[C:14]([S:16][C:17]3[CH:22]=[CH:21][CH:20]=[CH:19][N:18]=3)[CH:15]=2)=[CH:7][CH:6]=[CH:5][N:4]=1)[CH3:2].O.Cl, predict the reaction product. The product is: [CH2:1]([C:3]1[C:8]([O:9][C:10]2[C:11]([NH:23][C:24]3[S:28][N:27]=[C:26]([C@H:29]([OH:30])[CH2:33][OH:32])[N:25]=3)=[N:12][CH:13]=[C:14]([S:16][C:17]3[CH:22]=[CH:21][CH:20]=[CH:19][N:18]=3)[CH:15]=2)=[CH:7][CH:6]=[CH:5][N:4]=1)[CH3:2]. (3) Given the reactants [Cl:1][C:2]1[CH:19]=[CH:18][C:5]([CH2:6][N:7]2[C:11]3[CH:12]=[CH:13][C:14]([CH:16]=O)=[CH:15][C:10]=3[N:9]=[N:8]2)=[C:4]([C:20]([F:23])([F:22])[F:21])[CH:3]=1.[CH3:24][C:25]1[NH:29][N:28]=[C:27]([CH2:30][N:31]2[C:35](=[O:36])[CH2:34][S:33][C:32]2=[O:37])[N:26]=1, predict the reaction product. The product is: [Cl:1][C:2]1[CH:19]=[CH:18][C:5]([CH2:6][N:7]2[C:11]3[CH:12]=[CH:13][C:14](/[CH:16]=[C:34]4/[C:35](=[O:36])[N:31]([CH2:30][C:27]5[N:26]=[C:25]([CH3:24])[NH:29][N:28]=5)[C:32](=[O:37])[S:33]/4)=[CH:15][C:10]=3[N:9]=[N:8]2)=[C:4]([C:20]([F:23])([F:21])[F:22])[CH:3]=1.